This data is from Forward reaction prediction with 1.9M reactions from USPTO patents (1976-2016). The task is: Predict the product of the given reaction. (1) Given the reactants [C:1]1([CH3:42])[C:2]([S:7]([O:10][CH2:11][C@H:12]([CH2:21][O:22][C:23](=[O:41])[CH2:24][CH2:25][CH2:26][CH2:27][CH2:28][CH2:29][CH2:30][CH2:31][CH2:32][CH2:33][CH2:34][CH2:35][CH2:36][CH2:37][CH2:38][CH2:39][CH3:40])[CH2:13][CH:14](OCC)[O:15]CC)(=[O:9])=[O:8])=[CH:3][CH:4]=[CH:5][CH:6]=1.OS(C(F)(F)F)(=O)=O.CCCCCCC, predict the reaction product. The product is: [C:23]([O:22][CH2:21][C@@H:12]([CH2:11][O:10][S:7]([C:2]1[C:1]([CH3:42])=[CH:6][CH:5]=[CH:4][CH:3]=1)(=[O:9])=[O:8])[CH2:13][CH:14]=[O:15])(=[O:41])[CH2:24][CH2:25][CH2:26][CH2:27][CH2:28][CH2:29][CH2:30][CH2:31][CH2:32][CH2:33][CH2:34][CH2:35][CH2:36][CH2:37][CH2:38][CH2:39][CH3:40]. (2) Given the reactants C([O:3][C:4](=[O:20])[C:5]1[CH:10]=[C:9]([C:11]2[CH:15]=[C:14]([CH:16]3[CH2:18][CH2:17]3)[NH:13][N:12]=2)[CH:8]=[CH:7][C:6]=1[Cl:19])C.[OH-].[K+].C(O)(=O)CC(CC(O)=O)(C(O)=O)O, predict the reaction product. The product is: [Cl:19][C:6]1[CH:7]=[CH:8][C:9]([C:11]2[CH:15]=[C:14]([CH:16]3[CH2:17][CH2:18]3)[NH:13][N:12]=2)=[CH:10][C:5]=1[C:4]([OH:20])=[O:3]. (3) Given the reactants [Cl:1][C:2]1[CH:7]=[CH:6][CH:5]=[C:4]([F:8])[C:3]=1[NH:9][C:10]1[NH:11][C:12]2[C:18]3[CH2:19][C:20]([CH3:23])([CH3:22])[O:21][C:17]=3[C:16]([C:24]([NH:26][C:27]3[CH:32]=[CH:31][C:30]([C:33]([F:36])([F:35])[F:34])=[CH:29][CH:28]=3)=[O:25])=[CH:15][C:13]=2[N:14]=1.[C:37]([OH:44])(=[O:43])/[CH:38]=[CH:39]/[C:40]([OH:42])=[O:41], predict the reaction product. The product is: [C:37]([OH:44])(=[O:43])/[CH:38]=[CH:39]/[C:40]([OH:42])=[O:41].[Cl:1][C:2]1[CH:7]=[CH:6][CH:5]=[C:4]([F:8])[C:3]=1[NH:9][C:10]1[NH:11][C:12]2[C:18]3[CH2:19][C:20]([CH3:22])([CH3:23])[O:21][C:17]=3[C:16]([C:24]([NH:26][C:27]3[CH:28]=[CH:29][C:30]([C:33]([F:35])([F:36])[F:34])=[CH:31][CH:32]=3)=[O:25])=[CH:15][C:13]=2[N:14]=1. (4) Given the reactants C([O:3][C:4](=O)[CH:5]([C:15]1[CH:16]=[N:17][CH:18]=[CH:19][CH:20]=1)[CH:6]=[N:7][NH:8][C:9]1[CH:14]=[CH:13][CH:12]=[CH:11][N:10]=1)C.C([O-])C.[Na+].Cl, predict the reaction product. The product is: [N:10]1[CH:11]=[CH:12][CH:13]=[CH:14][C:9]=1[N:8]1[C:4](=[O:3])[C:5]([C:15]2[CH:16]=[N:17][CH:18]=[CH:19][CH:20]=2)=[CH:6][NH:7]1.